This data is from Forward reaction prediction with 1.9M reactions from USPTO patents (1976-2016). The task is: Predict the product of the given reaction. (1) Given the reactants [Cl:1][C:2]1[CH:23]=[CH:22][C:5]([O:6][C:7]([N:9]([CH3:21])[CH2:10][CH2:11][C@H:12]2[CH2:17][CH2:16][C@H:15]([C:18]([OH:20])=O)[CH2:14][CH2:13]2)=[O:8])=[CH:4][CH:3]=1.C(Cl)(=O)C(Cl)=O.[CH3:30][NH:31][CH2:32][CH2:33][CH2:34][OH:35].[Cl-].COC[P+](C1C=CC=CC=1)(C1C=CC=CC=1)C1C=CC=CC=1, predict the reaction product. The product is: [Cl:1][C:2]1[CH:3]=[CH:4][C:5]([O:6][C:7](=[O:8])[N:9]([CH2:10][CH2:11][C@H:12]2[CH2:13][CH2:14][C@H:15]([C:18](=[O:20])[N:31]([CH2:32][CH2:33][CH2:34][OH:35])[CH3:30])[CH2:16][CH2:17]2)[CH3:21])=[CH:22][CH:23]=1. (2) Given the reactants [CH2:1]([C:4]1[C:5](=O)[NH:6][CH:7]=[N:8][C:9]=1[CH3:10])[CH2:2][CH3:3].O=P(Cl)(Cl)[Cl:14], predict the reaction product. The product is: [CH2:1]([C:4]1[C:5]([Cl:14])=[N:6][CH:7]=[N:8][C:9]=1[CH3:10])[CH2:2][CH3:3].